This data is from Forward reaction prediction with 1.9M reactions from USPTO patents (1976-2016). The task is: Predict the product of the given reaction. (1) Given the reactants CC[C@H]1[C@H]2C[C@H]([C@H](OC3C4C(=CC=CC=4)C(O[C@H](C4C=CN=C5C=4C=C(OC)C=C5)[C@@H]4N5C[C@H](CC)[C@@H](CC5)C4)=NN=3)C3C=CN=C4C=3[CH:14]=[C:15]([O:22]C)C=C4)N(CC2)C1.[C:59]([OH:63])([CH3:62])([CH3:61])C.C1(O[C:70]2[CH:75]=[C:74]([F:76])[CH:73]=[CH:72][C:71]=2[N+:77]([O-:79])=[O:78])CCC=C1.S(S([O-])=O)([O-])(=O)=[O:81].[Na+].[Na+], predict the reaction product. The product is: [F:76][C:74]1[CH:73]=[CH:72][C:71]([N+:77]([O-:79])=[O:78])=[C:70]([CH:75]=1)[O:63][CH:59]1[CH2:61][CH2:14][CH:15]([OH:22])[CH:62]1[OH:81]. (2) Given the reactants Cl.[NH2:2][NH:3][C:4]([NH2:6])=[O:5].[C:7]([O:13][CH3:14])(=[O:12])[CH2:8][C:9]([CH3:11])=O.C([O-])(=O)C.[K+], predict the reaction product. The product is: [NH2:6][C:4]([NH:3]/[N:2]=[C:9](\[CH3:11])/[CH2:8][C:7]([O:13][CH3:14])=[O:12])=[O:5]. (3) Given the reactants [NH2:1][C@:2]12[CH2:37][CH2:36][C@@H:35]([C:38]([CH3:40])=[CH2:39])[C@@H:3]1[C@@H:4]1[C@@:17]([CH3:20])([CH2:18][CH2:19]2)[C@@:16]2([CH3:21])[C@@H:7]([C@:8]3([CH3:34])[C@@H:13]([CH2:14][CH2:15]2)[C:12]([CH3:23])([CH3:22])[C:11]([C:24]2[CH:33]=[CH:32][C:27]([C:28]([O:30][CH3:31])=[O:29])=[CH:26][CH:25]=2)=[CH:10][CH2:9]3)[CH2:6][CH2:5]1.[CH:41]([S:43]([CH:46]=[CH2:47])(=[O:45])=[O:44])=[CH2:42], predict the reaction product. The product is: [CH3:20][C@:17]12[C@@:16]3([CH3:21])[C@@H:7]([C@:8]4([CH3:34])[C@@H:13]([CH2:14][CH2:15]3)[C:12]([CH3:22])([CH3:23])[C:11]([C:24]3[CH:25]=[CH:26][C:27]([C:28]([O:30][CH3:31])=[O:29])=[CH:32][CH:33]=3)=[CH:10][CH2:9]4)[CH2:6][CH2:5][C@@H:4]1[C@H:3]1[C@H:35]([C:38]([CH3:40])=[CH2:39])[CH2:36][CH2:37][C@:2]1([NH:1][CH2:47][CH2:46][S:43]([CH:41]=[CH2:42])(=[O:45])=[O:44])[CH2:19][CH2:18]2. (4) Given the reactants Cl.[OH:2][C:3]1[CH:4]=[C:5]([CH:8]=[C:9]([O:13][CH3:14])[C:10]=1[O:11][CH3:12])[CH:6]=O.[SH:15][CH2:16][C:17]1[CH:22]=[CH:21][CH:20]=[CH:19][C:18]=1[SH:23].C([O-])(O)=O.[Na+], predict the reaction product. The product is: [S:23]1[C:18]2[CH:19]=[CH:20][CH:21]=[CH:22][C:17]=2[CH2:16][S:15][CH:6]1[C:5]1[CH:8]=[C:9]([O:13][CH3:14])[C:10]([O:11][CH3:12])=[C:3]([OH:2])[CH:4]=1.